From a dataset of Reaction yield outcomes from USPTO patents with 853,638 reactions. Predict the reaction yield, written as a fraction of the theoretical maximum amount of product (1.0 means a 100% yield; for example, 0.34 means a 34% yield). (1) The reactants are [O:1]1[CH2:6][CH2:5][CH2:4][CH2:3][CH:2]1[O:7][CH2:8][CH2:9][O:10][CH:11]1[CH2:14][N:13]([C:15]2[CH:20]=[CH:19][C:18]([NH2:21])=[CH:17][CH:16]=2)[CH2:12]1.Cl[C:23]1[C:28]([N+:29]([O-:31])=[O:30])=[CH:27][N:26]=[C:25]([O:32][CH3:33])[CH:24]=1.C(=O)([O-])[O-].[K+].[K+].O. The catalyst is CN(C)C=O. The product is [CH3:33][O:32][C:25]1[CH:24]=[C:23]([NH:21][C:18]2[CH:17]=[CH:16][C:15]([N:13]3[CH2:14][CH:11]([O:10][CH2:9][CH2:8][O:7][CH:2]4[CH2:3][CH2:4][CH2:5][CH2:6][O:1]4)[CH2:12]3)=[CH:20][CH:19]=2)[C:28]([N+:29]([O-:31])=[O:30])=[CH:27][N:26]=1. The yield is 0.890. (2) The reactants are [Br:1][C:2]1[CH:25]=[N:24][C:5]2=[N:6][C:7]([NH:11][CH2:12][CH:13]3[CH2:16][N:15]([C:17]([O:19][C:20]([CH3:23])([CH3:22])[CH3:21])=[O:18])[CH2:14]3)=[C:8](Cl)[N:9]=[C:4]2[CH:3]=1.O.[NH2:27][NH2:28].CCOCC. The catalyst is CCO. The product is [Br:1][C:2]1[CH:25]=[N:24][C:5]2=[N:6][C:7]([NH:11][CH2:12][CH:13]3[CH2:16][N:15]([C:17]([O:19][C:20]([CH3:23])([CH3:22])[CH3:21])=[O:18])[CH2:14]3)=[C:8]([NH:27][NH2:28])[N:9]=[C:4]2[CH:3]=1. The yield is 0.980. (3) The reactants are [Cl:1][C:2]1[N:6]2[N:7]=[C:8](Cl)[CH:9]=[CH:10][C:5]2=[N:4][CH:3]=1.[O:12]1[CH2:17][CH2:16][N:15]([CH2:18][CH2:19][CH2:20][NH2:21])[CH2:14][CH2:13]1.Cl. The catalyst is CCOCC. The product is [ClH:1].[Cl:1][C:2]1[N:6]2[N:7]=[C:8]([NH:21][CH2:20][CH2:19][CH2:18][N:15]3[CH2:16][CH2:17][O:12][CH2:13][CH2:14]3)[CH:9]=[CH:10][C:5]2=[N:4][CH:3]=1. The yield is 0.570. (4) The reactants are C(Cl)(=O)C.[CH3:5][O:6][C:7]([C:9]1[CH:25]=[CH:24][C:12]([C:13]([NH:15][NH:16]C(OC(C)(C)C)=O)=[O:14])=[CH:11][CH:10]=1)=[O:8]. The catalyst is CO. The product is [NH:15]([C:13]([C:12]1[CH:24]=[CH:25][C:9]([C:7]([O:6][CH3:5])=[O:8])=[CH:10][CH:11]=1)=[O:14])[NH2:16]. The yield is 0.960.